From a dataset of Forward reaction prediction with 1.9M reactions from USPTO patents (1976-2016). Predict the product of the given reaction. (1) Given the reactants C1(P(C2C=CC=CC=2)C2C=CC=CC=2)C=CC=CC=1.[N:20]([CH2:23][C:24]1[CH:29]=[CH:28][C:27]([C:30]2[CH2:34][C:33]([C:36]([F:39])([F:38])[F:37])([OH:35])[O:32][N:31]=2)=[CH:26][CH:25]=1)=[N+]=[N-], predict the reaction product. The product is: [NH2:20][CH2:23][C:24]1[CH:29]=[CH:28][C:27]([C:30]2[CH2:34][C:33]([C:36]([F:38])([F:39])[F:37])([OH:35])[O:32][N:31]=2)=[CH:26][CH:25]=1. (2) Given the reactants [CH3:1][NH:2][S:3]([C:6]1[CH:11]=[CH:10][C:9]([N+:12]([O-])=O)=[CH:8][CH:7]=1)(=[O:5])=[O:4], predict the reaction product. The product is: [NH2:12][C:9]1[CH:10]=[CH:11][C:6]([S:3]([NH:2][CH3:1])(=[O:5])=[O:4])=[CH:7][CH:8]=1. (3) Given the reactants [CH:1]1([C:4]2[N:9]=[C:8]([C:10]3[C:18]4[C:13](=[CH:14][CH:15]=[C:16]([C:19]([O:21]C)=[O:20])[CH:17]=4)[N:12](S(C4C=CC(C)=CC=4)(=O)=O)[CH:11]=3)[CH:7]=[N:6][CH:5]=2)[CH2:3][CH2:2]1.[OH-].[K+], predict the reaction product. The product is: [CH:1]1([C:4]2[N:9]=[C:8]([C:10]3[C:18]4[C:13](=[CH:14][CH:15]=[C:16]([C:19]([OH:21])=[O:20])[CH:17]=4)[NH:12][CH:11]=3)[CH:7]=[N:6][CH:5]=2)[CH2:2][CH2:3]1. (4) Given the reactants C([O:8][C:9]1[CH:14]=[CH:13][C:12]([CH:15]2[CH2:20][CH2:19][CH2:18][C:17](=[CH:21][C:22]([O:24][CH2:25][CH3:26])=[O:23])[CH2:16]2)=[CH:11][CH:10]=1)C1C=CC=CC=1.NC1C=CC(C2CCC(C(OC)=O)C2)=CC=1, predict the reaction product. The product is: [OH:8][C:9]1[CH:10]=[CH:11][C:12]([CH:15]2[CH2:20][CH2:19][CH2:18][CH:17]([CH2:21][C:22]([O:24][CH2:25][CH3:26])=[O:23])[CH2:16]2)=[CH:13][CH:14]=1. (5) Given the reactants C([O:8][NH:9][C:10](=[O:28])[CH2:11][CH2:12][CH2:13][CH2:14][CH:15]1[CH2:24][CH2:23][C:22]2[C:17](=[CH:18][CH:19]=[C:20]([O:25][CH3:26])[CH:21]=2)[C:16]1=[O:27])C1C=CC=CC=1, predict the reaction product. The product is: [OH:8][NH:9][C:10](=[O:28])[CH2:11][CH2:12][CH2:13][CH2:14][CH:15]1[CH2:24][CH2:23][C:22]2[C:17](=[CH:18][CH:19]=[C:20]([O:25][CH3:26])[CH:21]=2)[C:16]1=[O:27]. (6) The product is: [CH2:1]([O:3][C:4]([C:6]1([C:9]2[CH:14]=[CH:13][C:12]([C:15]3[CH:16]=[CH:17][C:18]([C:21]4[S:22][C:23]([F:29])=[CH:24][C:25]=4[NH:32][C:35]([O:61][CH:59]([C:56]4[CH:57]=[CH:58][S:54][CH:55]=4)[CH3:60])=[O:44])=[CH:19][CH:20]=3)=[CH:11][CH:10]=2)[CH2:7][CH2:8]1)=[O:5])[CH3:2]. Given the reactants [CH2:1]([O:3][C:4]([C:6]1([C:9]2[CH:14]=[CH:13][C:12]([C:15]3[CH:20]=[CH:19][C:18]([C:21]4[S:22][C:23]([F:29])=[CH:24][C:25]=4C(O)=O)=[CH:17][CH:16]=3)=[CH:11][CH:10]=2)[CH2:8][CH2:7]1)=[O:5])[CH3:2].C([N:32]([CH2:35]C)CC)C.C1(P(N=[N+]=[N-])(C2C=CC=CC=2)=[O:44])C=CC=CC=1.[S:54]1[CH:58]=[CH:57][C:56]([CH:59]([OH:61])[CH3:60])=[CH:55]1, predict the reaction product. (7) Given the reactants Cl.Cl.[Cl:3][C:4]1[C:5]([F:35])=[C:6]([CH:31]=[CH:32][C:33]=1[F:34])[NH:7][C:8]1[C:17]2[C:12](=[CH:13][C:14]([O:29][CH3:30])=[C:15]([O:18][CH:19]3[CH2:24][CH2:23][N:22]([CH2:25][C:26]([OH:28])=O)[CH2:21][CH2:20]3)[CH:16]=2)[N:11]=[CH:10][N:9]=1.[CH3:36][N:37]1[CH2:42][CH2:41][NH:40][CH2:39][CH2:38]1, predict the reaction product. The product is: [Cl:3][C:4]1[C:5]([F:35])=[C:6]([CH:31]=[CH:32][C:33]=1[F:34])[NH:7][C:8]1[C:17]2[C:12](=[CH:13][C:14]([O:29][CH3:30])=[C:15]([O:18][CH:19]3[CH2:24][CH2:23][N:22]([CH2:25][C:26]([N:40]4[CH2:41][CH2:42][N:37]([CH3:36])[CH2:38][CH2:39]4)=[O:28])[CH2:21][CH2:20]3)[CH:16]=2)[N:11]=[CH:10][N:9]=1.